From a dataset of NCI-60 drug combinations with 297,098 pairs across 59 cell lines. Regression. Given two drug SMILES strings and cell line genomic features, predict the synergy score measuring deviation from expected non-interaction effect. (1) Drug 1: CS(=O)(=O)C1=CC(=C(C=C1)C(=O)NC2=CC(=C(C=C2)Cl)C3=CC=CC=N3)Cl. Drug 2: CCC1=C2CN3C(=CC4=C(C3=O)COC(=O)C4(CC)O)C2=NC5=C1C=C(C=C5)O. Cell line: K-562. Synergy scores: CSS=46.6, Synergy_ZIP=4.16, Synergy_Bliss=3.83, Synergy_Loewe=-5.07, Synergy_HSA=6.10. (2) Drug 1: CCCS(=O)(=O)NC1=C(C(=C(C=C1)F)C(=O)C2=CNC3=C2C=C(C=N3)C4=CC=C(C=C4)Cl)F. Drug 2: COC1=NC(=NC2=C1N=CN2C3C(C(C(O3)CO)O)O)N. Cell line: NCIH23. Synergy scores: CSS=-2.27, Synergy_ZIP=2.39, Synergy_Bliss=-0.652, Synergy_Loewe=-4.64, Synergy_HSA=-4.40. (3) Synergy scores: CSS=20.6, Synergy_ZIP=-1.56, Synergy_Bliss=2.18, Synergy_Loewe=-1.91, Synergy_HSA=0.0428. Drug 1: CC1C(C(CC(O1)OC2CC(OC(C2O)C)OC3=CC4=CC5=C(C(=O)C(C(C5)C(C(=O)C(C(C)O)O)OC)OC6CC(C(C(O6)C)O)OC7CC(C(C(O7)C)O)OC8CC(C(C(O8)C)O)(C)O)C(=C4C(=C3C)O)O)O)O. Drug 2: C1CN(CCN1C(=O)CCBr)C(=O)CCBr. Cell line: OVCAR-5.